From a dataset of Peptide-MHC class I binding affinity with 185,985 pairs from IEDB/IMGT. Regression. Given a peptide amino acid sequence and an MHC pseudo amino acid sequence, predict their binding affinity value. This is MHC class I binding data. (1) The peptide sequence is PMLYQLLEA. The binding affinity (normalized) is 0.355. The MHC is HLA-A02:01 with pseudo-sequence HLA-A02:01. (2) The peptide sequence is RQFPTAFEW. The MHC is Mamu-B52 with pseudo-sequence Mamu-B52. The binding affinity (normalized) is 0.931.